Dataset: Peptide-MHC class II binding affinity with 134,281 pairs from IEDB. Task: Regression. Given a peptide amino acid sequence and an MHC pseudo amino acid sequence, predict their binding affinity value. This is MHC class II binding data. (1) The peptide sequence is VAQMGTLLIASKIFS. The MHC is DRB1_0101 with pseudo-sequence DRB1_0101. The binding affinity (normalized) is 0.897. (2) The peptide sequence is YGSFVRTVSLPVGAD. The MHC is DRB1_1101 with pseudo-sequence DRB1_1101. The binding affinity (normalized) is 0.695. (3) The peptide sequence is GAASGLNGCCRCGAR. The MHC is DRB1_1302 with pseudo-sequence DRB1_1302. The binding affinity (normalized) is 0. (4) The peptide sequence is CDDALIEGITLLNAK. The MHC is DRB4_0101 with pseudo-sequence DRB4_0103. The binding affinity (normalized) is 0.304.